This data is from Forward reaction prediction with 1.9M reactions from USPTO patents (1976-2016). The task is: Predict the product of the given reaction. Given the reactants N1NC(C2NC3C=C(C4C=CC([OH:25])=CC=4)C=CC=3N=2)=C2C=1C=CC=C2.Cl[C:27]1[CH:28]=[C:29]([C:34]2[CH:35]=[CH:36][C:37]3[N:41]=[C:40]([C:42]4[NH:43][N:44]=[C:45]5[C:50]=4[CH:49]=[CH:48][CH:47]=[CH:46]5)[NH:39][C:38]=3[CH:51]=2)[CH:30]=[CH:31][C:32]=1Cl, predict the reaction product. The product is: [N:44]1[NH:43][C:42]([C:40]2[NH:39][C:38]3[CH:51]=[C:34]([C:29]4[CH:28]=[C:27]([OH:25])[CH:32]=[CH:31][CH:30]=4)[CH:35]=[CH:36][C:37]=3[N:41]=2)=[C:50]2[C:45]=1[CH:46]=[CH:47][CH:48]=[CH:49]2.